Dataset: Full USPTO retrosynthesis dataset with 1.9M reactions from patents (1976-2016). Task: Predict the reactants needed to synthesize the given product. (1) Given the product [C:20]([C:24]1[CH:48]=[CH:47][C:27]([C:28]([NH:30][C:31]2[CH:36]=[CH:35][CH:34]=[C:33]([C:2]3[CH:3]=[C:4]([NH:10][C:11]4[CH:15]=[C:14]([C:16]([CH3:19])([CH3:18])[CH3:17])[NH:13][N:12]=4)[C:5](=[O:9])[N:6]([CH3:8])[CH:7]=3)[C:32]=2[CH3:46])=[O:29])=[CH:26][CH:25]=1)([CH3:23])([CH3:21])[CH3:22], predict the reactants needed to synthesize it. The reactants are: Br[C:2]1[CH:3]=[C:4]([NH:10][C:11]2[CH:15]=[C:14]([C:16]([CH3:19])([CH3:18])[CH3:17])[NH:13][N:12]=2)[C:5](=[O:9])[N:6]([CH3:8])[CH:7]=1.[C:20]([C:24]1[CH:48]=[CH:47][C:27]([C:28]([NH:30][C:31]2[CH:36]=[CH:35][CH:34]=[C:33](B3OC(C)(C)C(C)(C)O3)[C:32]=2[CH3:46])=[O:29])=[CH:26][CH:25]=1)([CH3:23])([CH3:22])[CH3:21].C(=O)([O-])[O-].[Na+].[Na+].COCCOC. (2) The reactants are: [OH:1][C:2]1[CH:11]=[C:10]2[C:5]([CH:6]=[C:7]([C:12]([O:14][CH3:15])=[O:13])[N:8]=[CH:9]2)=[CH:4][CH:3]=1.C1(N2C(C3C=CC4C(=CC=C(C(OC)=O)C=4)N=3)=C(I)C=N2)CC1.N1C(C)=CC=CC=1C.[S:47](O[S:47]([C:50]([F:53])([F:52])[F:51])(=[O:49])=[O:48])([C:50]([F:53])([F:52])[F:51])(=[O:49])=[O:48].Cl. Given the product [F:51][C:50]([F:53])([F:52])[S:47]([O:1][C:2]1[CH:11]=[C:10]2[C:5]([CH:6]=[C:7]([C:12]([O:14][CH3:15])=[O:13])[N:8]=[CH:9]2)=[CH:4][CH:3]=1)(=[O:49])=[O:48], predict the reactants needed to synthesize it. (3) Given the product [C:1]([C:3]1[CH:23]=[C:22]([C:34]2[N:35]=[C:36]([NH:40][C:41]3[CH:46]=[CH:45][C:44]([CH:47]4[CH2:48][CH2:49][N:50]([CH:53]=[O:54])[CH2:51][CH2:52]4)=[C:43]([CH3:55])[CH:42]=3)[N:37]=[CH:38][N:39]=2)[CH:21]=[CH:20][C:4]=1[O:5][C@H:6]1[CH2:11][CH2:10][N:9]([C:12]([O:14][C:15]([CH3:17])([CH3:18])[CH3:16])=[O:13])[CH2:8][C@H:7]1[F:19])#[N:2], predict the reactants needed to synthesize it. The reactants are: [C:1]([C:3]1[CH:23]=[C:22](B2OC(C)(C)C(C)(C)O2)[CH:21]=[CH:20][C:4]=1[O:5][C@H:6]1[CH2:11][CH2:10][N:9]([C:12]([O:14][C:15]([CH3:18])([CH3:17])[CH3:16])=[O:13])[CH2:8][C@H:7]1[F:19])#[N:2].Cl[C:34]1[N:39]=[CH:38][N:37]=[C:36]([NH:40][C:41]2[CH:46]=[CH:45][C:44]([CH:47]3[CH2:52][CH2:51][N:50]([CH:53]=[O:54])[CH2:49][CH2:48]3)=[C:43]([CH3:55])[CH:42]=2)[N:35]=1.C(=O)([O-])[O-].[K+].[K+].O. (4) Given the product [O:3]1[CH2:4][CH2:5][CH2:6][O:1][CH:2]1[C:7]1[C:8]2[N:9]([N:15]=[C:16]([C:18]([F:21])([F:19])[F:20])[CH:17]=2)[C:10]([CH2:13][OH:14])=[CH:11][CH:12]=1, predict the reactants needed to synthesize it. The reactants are: [O:1]1[CH2:6][CH2:5][CH2:4][O:3][CH:2]1[C:7]1[C:8]2[N:9]([N:15]=[C:16]([C:18]([F:21])([F:20])[F:19])[CH:17]=2)[C:10]([CH:13]=[O:14])=[CH:11][CH:12]=1.[BH4-].[Na+].C(=O)([O-])O.[Na+]. (5) Given the product [CH3:1][S:2]([C:5]1[CH:15]=[CH:14][C:8]([CH2:9][P:10]2(=[O:11])[O:28][CH2:27][C:24]([CH3:29])([CH3:23])[CH2:25][O:26]2)=[CH:7][CH:6]=1)(=[O:4])=[O:3], predict the reactants needed to synthesize it. The reactants are: [CH3:1][S:2]([C:5]1[CH:15]=[CH:14][C:8]([CH2:9][P:10](Cl)(Cl)=[O:11])=[CH:7][CH:6]=1)(=[O:4])=[O:3].C(N(CC)CC)C.[CH3:23][C:24]([CH3:29])([CH2:27][OH:28])[CH2:25][OH:26]. (6) Given the product [Br:5][C:6]1[C:15]([OH:16])=[CH:14][CH:13]=[C:12]2[C:7]=1[CH:8]=[CH:9][C:10]([CH2:18][N:19]([CH3:34])[C:20](=[O:33])[C:21]1[CH:22]=[CH:23][C:24]([CH:27]3[CH2:28][CH2:29][CH2:30][CH2:31][CH2:32]3)=[CH:25][CH:26]=1)=[CH:11]2, predict the reactants needed to synthesize it. The reactants are: B(Cl)(Cl)Cl.[Br:5][C:6]1[C:15]([O:16]C)=[CH:14][CH:13]=[C:12]2[C:7]=1[CH:8]=[CH:9][C:10]([CH2:18][N:19]([CH3:34])[C:20](=[O:33])[C:21]1[CH:26]=[CH:25][C:24]([CH:27]3[CH2:32][CH2:31][CH2:30][CH2:29][CH2:28]3)=[CH:23][CH:22]=1)=[CH:11]2.C(=O)=O.CC(C)=O.O. (7) Given the product [I-:45].[C:38]([O:43][CH2:44][N+:34]1([CH3:37])[CH2:33][CH2:32][N:31]([CH2:30][C:27]2[CH:26]=[CH:25][C:24]([C:22](=[O:23])[NH:21][C:5]3[CH:4]=[CH:3][C:2]([CH3:1])=[C:7]([NH:8][C:9]4[N:14]=[C:13]([C:15]5[CH:20]=[N:19][CH:18]=[CH:17][CH:16]=5)[CH:12]=[CH:11][N:10]=4)[CH:6]=3)=[CH:29][CH:28]=2)[CH2:36][CH2:35]1)(=[O:42])[CH:39]([CH3:41])[CH3:40], predict the reactants needed to synthesize it. The reactants are: [CH3:1][C:2]1[CH:3]=[CH:4][C:5]([NH:21][C:22]([C:24]2[CH:25]=[CH:26][C:27]([CH2:30][N:31]3[CH2:36][CH2:35][N:34]([CH3:37])[CH2:33][CH2:32]3)=[CH:28][CH:29]=2)=[O:23])=[CH:6][C:7]=1[NH:8][C:9]1[N:10]=[CH:11][CH:12]=[C:13]([C:15]2[CH:16]=[CH:17][CH:18]=[N:19][CH:20]=2)[N:14]=1.[C:38]([O:43][CH2:44][I:45])(=[O:42])[CH:39]([CH3:41])[CH3:40].